From a dataset of Full USPTO retrosynthesis dataset with 1.9M reactions from patents (1976-2016). Predict the reactants needed to synthesize the given product. (1) Given the product [CH3:31][N:32]([CH3:37])[CH2:33][CH2:34][N:35]([CH3:36])[C:26]([CH2:25][NH:24][C:22](=[O:23])[C:21]1[CH:20]=[CH:19][C:18]([S:15](=[O:16])(=[O:17])[NH:14][C:9]2[CH:10]=[CH:11][CH:12]=[CH:13][C:8]=2[O:1][C:2]2[CH:7]=[CH:6][CH:5]=[CH:4][CH:3]=2)=[CH:30][CH:29]=1)=[O:28], predict the reactants needed to synthesize it. The reactants are: [O:1]([C:8]1[CH:13]=[CH:12][CH:11]=[CH:10][C:9]=1[NH:14][S:15]([C:18]1[CH:30]=[CH:29][C:21]([C:22]([NH:24][CH2:25][C:26]([OH:28])=O)=[O:23])=[CH:20][CH:19]=1)(=[O:17])=[O:16])[C:2]1[CH:7]=[CH:6][CH:5]=[CH:4][CH:3]=1.[CH3:31][N:32]([CH3:37])[CH2:33][CH2:34][NH:35][CH3:36]. (2) Given the product [C:1]([O:5][C:6]([NH:8][C@H:9]1[CH2:23][CH2:22][CH2:21][O:20][CH2:19][CH:18]=[CH:17][C@@H:16]2[CH2:24][C@@:15]2([C:25]([OH:27])=[O:26])[NH:14][C:13](=[O:30])[C@@H:12]2[CH2:31][C@@H:32]([O:34][C:35]([N:37]3[CH2:45][C:44]4[C:39](=[CH:40][CH:41]=[CH:42][C:43]=4[F:46])[CH2:38]3)=[O:36])[CH2:33][N:11]2[C:10]1=[O:47])=[O:7])([CH3:4])([CH3:2])[CH3:3], predict the reactants needed to synthesize it. The reactants are: [C:1]([O:5][C:6]([NH:8][C@H:9]1[CH2:23][CH2:22][CH2:21][O:20][CH2:19][CH:18]=[CH:17][C@@H:16]2[CH2:24][C@@:15]2([C:25]([O:27]CC)=[O:26])[NH:14][C:13](=[O:30])[C@@H:12]2[CH2:31][C@@H:32]([O:34][C:35]([N:37]3[CH2:45][C:44]4[C:39](=[CH:40][CH:41]=[CH:42][C:43]=4[F:46])[CH2:38]3)=[O:36])[CH2:33][N:11]2[C:10]1=[O:47])=[O:7])([CH3:4])([CH3:3])[CH3:2].[OH-].[Na+].CCOCC. (3) Given the product [CH:1]1([NH:4][C:5](=[O:31])[C:6]2[CH:11]=[C:10]([F:12])[C:9]([CH3:13])=[C:8]([C:14]3[CH:15]=[C:16]4[C:21](=[CH:22][CH:23]=3)[C:20](=[O:24])[N:19]([CH2:25][CH:26]3[CH2:27][CH2:28]3)[CH:18]=[C:17]4[CH2:29][NH:37][CH2:36][CH2:35][CH2:34][N:33]([CH3:38])[CH3:32])[CH:7]=2)[CH2:2][CH2:3]1, predict the reactants needed to synthesize it. The reactants are: [CH:1]1([NH:4][C:5](=[O:31])[C:6]2[CH:11]=[C:10]([F:12])[C:9]([CH3:13])=[C:8]([C:14]3[CH:15]=[C:16]4[C:21](=[CH:22][CH:23]=3)[C:20](=[O:24])[N:19]([CH2:25][CH:26]3[CH2:28][CH2:27]3)[CH:18]=[C:17]4[CH:29]=O)[CH:7]=2)[CH2:3][CH2:2]1.[CH3:32][N:33]([CH3:38])[CH2:34][CH2:35][CH2:36][NH2:37]. (4) Given the product [F:1][C:2]1[C:3]([C:31]2[CH:32]=[CH:33][C:34]([NH:37][S:38]([CH:41]3[CH2:43][CH2:42]3)(=[O:40])=[O:39])=[CH:35][CH:36]=2)=[C:4]2[C:14]3[C:9](=[CH:10][N:11]=[C:12]([C:15]4[CH:16]=[N:17][CH:18]=[CH:19][CH:20]=4)[CH:13]=3)[NH:8][C:5]2=[N:6][CH:7]=1, predict the reactants needed to synthesize it. The reactants are: [F:1][C:2]1[C:3]([C:31]2[CH:36]=[CH:35][C:34]([NH:37][S:38]([CH:41]3[CH2:43][CH2:42]3)(=[O:40])=[O:39])=[CH:33][CH:32]=2)=[C:4]2[C:14]3[C:9](=[CH:10][N:11]=[C:12]([C:15]4[CH:16]=[N:17][CH:18]=[CH:19][CH:20]=4)[CH:13]=3)[N:8](S(C3C=CC(C)=CC=3)(=O)=O)[C:5]2=[N:6][CH:7]=1.O.[OH-].[Li+].